Dataset: Catalyst prediction with 721,799 reactions and 888 catalyst types from USPTO. Task: Predict which catalyst facilitates the given reaction. (1) Product: [OH:8][CH2:9][C@@H:10]1[CH2:15][C:14]([C:16]2[N:17]=[C:18]([SH:21])[S:19][CH:20]=2)=[CH:13][CH2:12][N:11]1[C:22]([O:24][CH2:25][CH:26]=[CH2:27])=[O:23]. Reactant: [Si]([O:8][CH2:9][C@@H:10]1[CH2:15][C:14]([C:16]2[N:17]=[C:18]([SH:21])[S:19][CH:20]=2)=[CH:13][CH2:12][N:11]1[C:22]([O:24][CH2:25][CH:26]=[CH2:27])=[O:23])(C(C)(C)C)(C)C.C1COCC1.O.C1(C)C=CC(S(O)(=O)=O)=CC=1. The catalyst class is: 8. (2) Product: [N:32]1([CH2:31][CH2:30][O:1][C:2]2[CH:21]=[CH:20][C:5]([C:6]([NH:8][C@H:9]3[CH2:14][CH2:13][CH2:12][CH2:11][C@H:10]3[C:15]([O:17][CH2:18][CH3:19])=[O:16])=[O:7])=[CH:4][CH:3]=2)[CH2:37][CH2:36][O:35][CH2:34][CH2:33]1. The catalyst class is: 39. Reactant: [OH:1][C:2]1[CH:21]=[CH:20][C:5]([C:6]([NH:8][C@H:9]2[CH2:14][CH2:13][CH2:12][CH2:11][C@H:10]2[C:15]([O:17][CH2:18][CH3:19])=[O:16])=[O:7])=[CH:4][CH:3]=1.C(=O)([O-])[O-].[K+].[K+].Cl.Cl[CH2:30][CH2:31][N:32]1[CH2:37][CH2:36][O:35][CH2:34][CH2:33]1. (3) Reactant: [C:1]([N:4]1[C:13]2[C:8](=[CH:9][C:10]([C:14]3[CH:24]=[CH:23][C:17]([C:18]([O:20]CC)=[O:19])=[CH:16][CH:15]=3)=[CH:11][CH:12]=2)[C@H:7]([NH:25][C:26]2[CH:31]=[CH:30][C:29]([CH3:32])=[CH:28][N:27]=2)[CH2:6][C@@H:5]1[CH3:33])(=[O:3])[CH3:2].O.[OH-].[Li+:36]. Product: [C:1]([N:4]1[C:13]2[C:8](=[CH:9][C:10]([C:14]3[CH:24]=[CH:23][C:17]([C:18]([O-:20])=[O:19])=[CH:16][CH:15]=3)=[CH:11][CH:12]=2)[C@H:7]([NH:25][C:26]2[CH:31]=[CH:30][C:29]([CH3:32])=[CH:28][N:27]=2)[CH2:6][C@@H:5]1[CH3:33])(=[O:3])[CH3:2].[Li+:36]. The catalyst class is: 88. (4) Reactant: [F:1][CH:2]([F:25])[O:3][C:4]1[CH:24]=[CH:23][C:7]([CH2:8][C:9]2[C:10]([CH3:22])=[C:11]([CH3:21])[C:12]([CH:19]=O)=[C:13]([CH:18]=2)[C:14](OC)=[O:15])=[CH:6][CH:5]=1.[NH2:26][C@@H:27]1[C@@H:32]([OH:33])[CH2:31][CH2:30][O:29][CH2:28]1. Product: [F:1][CH:2]([F:25])[O:3][C:4]1[CH:5]=[CH:6][C:7]([CH2:8][C:9]2[CH:18]=[C:13]3[C:12]([CH2:19][N:26]([C@@H:27]4[C@@H:32]([OH:33])[CH2:31][CH2:30][O:29][CH2:28]4)[C:14]3=[O:15])=[C:11]([CH3:21])[C:10]=2[CH3:22])=[CH:23][CH:24]=1. The catalyst class is: 1. (5) Reactant: [Br:1][C:2]1[CH:10]=[C:9]([F:11])[C:5]([C:6]([OH:8])=[O:7])=[C:4]([F:12])[CH:3]=1.[CH3:13][Si](C=[N+]=[N-])(C)C.CC(O)=O. Product: [Br:1][C:2]1[CH:3]=[C:4]([F:12])[C:5]([C:6]([O:8][CH3:13])=[O:7])=[C:9]([F:11])[CH:10]=1. The catalyst class is: 5. (6) Reactant: [C:1]([CH:4]([CH2:10][C:11]([O:13][CH2:14][CH3:15])=[O:12])[C:5]([O:7]CC)=O)(=O)[CH3:2].O.C1(C)C=CC(S(O)(=O)=O)=CC=1.[C:28]1([CH3:43])[CH:33]=[C:32]([CH3:34])[CH:31]=[C:30]([CH3:35])[C:29]=1[C:36]1[C:37]([CH3:42])=[N:38][NH:39][C:40]=1[NH2:41]. Product: [C:28]1([CH3:43])[CH:33]=[C:32]([CH3:34])[CH:31]=[C:30]([CH3:35])[C:29]=1[C:36]1[C:37]([CH3:42])=[N:38][N:39]2[C:5](=[O:7])[C:4]([CH2:10][C:11]([O:13][CH2:14][CH3:15])=[O:12])=[C:1]([CH3:2])[NH:41][C:40]=12. The catalyst class is: 113.